Predict which catalyst facilitates the given reaction. From a dataset of Catalyst prediction with 721,799 reactions and 888 catalyst types from USPTO. (1) Product: [Cl:36][C:33]1[CH:34]=[CH:35][C:30]([O:29][C:27]([N:2]([CH3:1])[C@H:3]2[CH2:8][CH2:7][C@H:6]([CH2:9][CH2:10][CH2:11][CH2:12][CH2:13][O:14][S:15]([CH3:18])(=[O:17])=[O:16])[CH2:5][CH2:4]2)=[O:28])=[CH:31][CH:32]=1. Reactant: [CH3:1][NH:2][C@H:3]1[CH2:8][CH2:7][C@H:6]([CH2:9][CH2:10][CH2:11][CH2:12][CH2:13][O:14][S:15]([CH3:18])(=[O:17])=[O:16])[CH2:5][CH2:4]1.FC(F)(F)C(O)=O.Cl[C:27]([O:29][C:30]1[CH:35]=[CH:34][C:33]([Cl:36])=[CH:32][CH:31]=1)=[O:28].CCN(C(C)C)C(C)C. The catalyst class is: 12. (2) Reactant: [Cl:1][C:2]1[CH:7]=[CH:6][C:5]([CH:8]([NH:10][C:11](=[O:33])[CH2:12][N:13]2[C:17]3[CH2:18][N:19](C(OC(C)(C)C)=O)[CH2:20][CH2:21][C:16]=3[C:15]([C:29]([F:32])([F:31])[F:30])=[N:14]2)[CH3:9])=[CH:4][CH:3]=1.FC(F)(F)C(O)=O. Product: [Cl:1][C:2]1[CH:7]=[CH:6][C:5]([CH:8]([NH:10][C:11](=[O:33])[CH2:12][N:13]2[C:17]3[CH2:18][NH:19][CH2:20][CH2:21][C:16]=3[C:15]([C:29]([F:31])([F:32])[F:30])=[N:14]2)[CH3:9])=[CH:4][CH:3]=1. The catalyst class is: 2.